Predict the product of the given reaction. From a dataset of Forward reaction prediction with 1.9M reactions from USPTO patents (1976-2016). (1) Given the reactants [NH2:1][C:2]1[C:7]([O:8][C@H:9]2[CH2:13][N:12]([C:14]([O:16][C:17]([CH3:20])([CH3:19])[CH3:18])=[O:15])[CH2:11][C:10]2([F:22])[F:21])=[CH:6][C:5](Br)=[CH:4][N:3]=1.C(N(CC)CC)C, predict the reaction product. The product is: [NH2:1][C:2]1[N:3]=[CH:4][C:5]([C:14]([O:16][CH3:17])=[O:15])=[CH:6][C:7]=1[O:8][C@@H:9]1[C:10]([F:22])([F:21])[CH2:11][N:12]([C:14]([O:16][C:17]([CH3:20])([CH3:19])[CH3:18])=[O:15])[CH2:13]1. (2) Given the reactants C(OC1C=CC(Cl)=CC=1N)C1C=CC=CC=1.C(OC1C=CC(Cl)=CC=1[N+]([O-])=O)C1C=CC=CC=1.[CH2:35]([O:42][C:43]1[CH:48]=[CH:47][C:46]([Br:49])=[CH:45][C:44]=1[N+:50]([O-])=O)[C:36]1[CH:41]=[CH:40][CH:39]=[CH:38][CH:37]=1, predict the reaction product. The product is: [CH2:35]([O:42][C:43]1[CH:48]=[CH:47][C:46]([Br:49])=[CH:45][C:44]=1[NH2:50])[C:36]1[CH:41]=[CH:40][CH:39]=[CH:38][CH:37]=1.